Regression. Given two drug SMILES strings and cell line genomic features, predict the synergy score measuring deviation from expected non-interaction effect. From a dataset of NCI-60 drug combinations with 297,098 pairs across 59 cell lines. (1) Drug 1: CC1=C(N=C(N=C1N)C(CC(=O)N)NCC(C(=O)N)N)C(=O)NC(C(C2=CN=CN2)OC3C(C(C(C(O3)CO)O)O)OC4C(C(C(C(O4)CO)O)OC(=O)N)O)C(=O)NC(C)C(C(C)C(=O)NC(C(C)O)C(=O)NCCC5=NC(=CS5)C6=NC(=CS6)C(=O)NCCC[S+](C)C)O. Drug 2: C1CCC(C(C1)N)N.C(=O)(C(=O)[O-])[O-].[Pt+4]. Cell line: MOLT-4. Synergy scores: CSS=83.1, Synergy_ZIP=6.64, Synergy_Bliss=5.27, Synergy_Loewe=4.83, Synergy_HSA=8.60. (2) Drug 1: CCC1(CC2CC(C3=C(CCN(C2)C1)C4=CC=CC=C4N3)(C5=C(C=C6C(=C5)C78CCN9C7C(C=CC9)(C(C(C8N6C)(C(=O)OC)O)OC(=O)C)CC)OC)C(=O)OC)O.OS(=O)(=O)O. Drug 2: CC1C(C(CC(O1)OC2CC(CC3=C2C(=C4C(=C3O)C(=O)C5=C(C4=O)C(=CC=C5)OC)O)(C(=O)CO)O)N)O.Cl. Synergy scores: CSS=38.8, Synergy_ZIP=-2.61, Synergy_Bliss=-3.59, Synergy_Loewe=-2.47, Synergy_HSA=-2.05. Cell line: HT29. (3) Synergy scores: CSS=12.1, Synergy_ZIP=-5.38, Synergy_Bliss=-4.18, Synergy_Loewe=-7.03, Synergy_HSA=-2.93. Drug 1: CC(CN1CC(=O)NC(=O)C1)N2CC(=O)NC(=O)C2. Drug 2: CCCCCOC(=O)NC1=NC(=O)N(C=C1F)C2C(C(C(O2)C)O)O. Cell line: NCI-H522. (4) Drug 1: CCC1(CC2CC(C3=C(CCN(C2)C1)C4=CC=CC=C4N3)(C5=C(C=C6C(=C5)C78CCN9C7C(C=CC9)(C(C(C8N6C)(C(=O)OC)O)OC(=O)C)CC)OC)C(=O)OC)O.OS(=O)(=O)O. Drug 2: CC1=C(C(=O)C2=C(C1=O)N3CC4C(C3(C2COC(=O)N)OC)N4)N. Cell line: UACC62. Synergy scores: CSS=31.8, Synergy_ZIP=-2.67, Synergy_Bliss=-0.532, Synergy_Loewe=-1.82, Synergy_HSA=1.74.